From a dataset of Catalyst prediction with 721,799 reactions and 888 catalyst types from USPTO. Predict which catalyst facilitates the given reaction. (1) Reactant: C(OC([NH:8][C:9]([CH3:48])([CH3:47])[C:10]([O:12][CH2:13][N:14]1[C:18]2=[N:19][CH:20]=[C:21]([C:23]3[CH:28]=[CH:27][C:26]([Cl:29])=[CH:25][CH:24]=3)[CH:22]=[C:17]2[C:16]([C:30](=[O:46])[C:31]2[C:36]([F:37])=[CH:35][CH:34]=[C:33]([NH:38][S:39]([CH2:42][CH2:43][CH3:44])(=[O:41])=[O:40])[C:32]=2[F:45])=[CH:15]1)=[O:11])=O)(C)(C)C.Cl. Product: [ClH:29].[NH2:8][C:9]([CH3:47])([CH3:48])[C:10]([O:12][CH2:13][N:14]1[C:18]2=[N:19][CH:20]=[C:21]([C:23]3[CH:28]=[CH:27][C:26]([Cl:29])=[CH:25][CH:24]=3)[CH:22]=[C:17]2[C:16]([C:30](=[O:46])[C:31]2[C:36]([F:37])=[CH:35][CH:34]=[C:33]([NH:38][S:39]([CH2:42][CH2:43][CH3:44])(=[O:40])=[O:41])[C:32]=2[F:45])=[CH:15]1)=[O:11]. The catalyst class is: 25. (2) Reactant: [CH:1]1([N:5]2[CH2:11][CH2:10][C:9]3[CH:12]=[CH:13][C:14]([O:16][CH2:17][CH2:18][CH2:19][C:20]([O:22]CC)=[O:21])=[CH:15][C:8]=3[CH2:7][CH2:6]2)[CH2:4][CH2:3][CH2:2]1.[OH-].[Na+]. Product: [CH:1]1([N:5]2[CH2:11][CH2:10][C:9]3[CH:12]=[CH:13][C:14]([O:16][CH2:17][CH2:18][CH2:19][C:20]([OH:22])=[O:21])=[CH:15][C:8]=3[CH2:7][CH2:6]2)[CH2:2][CH2:3][CH2:4]1. The catalyst class is: 5. (3) Reactant: [C:1]([C:3]1[N:4]=[CH:5][C:6]([NH:9][C:10]2[CH:15]=[C:14]([NH:16][CH2:17][CH:18]3[CH2:23][CH2:22][N:21](C(OC(C)(C)C)=O)[CH2:20][CH2:19]3)[C:13](/[CH:31]=[CH:32]/[CH2:33][O:34][CH3:35])=[CH:12][N:11]=2)=[N:7][CH:8]=1)#[N:2]. Product: [CH3:35][O:34][CH2:33][CH2:32][CH2:31][C:13]1[C:14]([NH:16][CH2:17][CH:18]2[CH2:19][CH2:20][NH:21][CH2:22][CH2:23]2)=[CH:15][C:10]([NH:9][C:6]2[N:7]=[CH:8][C:3]([C:1]#[N:2])=[N:4][CH:5]=2)=[N:11][CH:12]=1. The catalyst class is: 43. (4) Reactant: [CH3:1][C:2]12[CH2:11][C:9]3([NH2:12])[CH2:10][CH:4]([CH2:5][C:6]([CH3:13])([CH2:8]3)[CH2:7]1)[CH2:3]2.CO.C[Si](C)(C)[Cl:18].Cl[SiH3]. Product: [CH3:13][C:6]12[CH2:8][C:9]3([NH2:12])[CH2:10][CH:4]([CH2:3][C:2]([CH3:1])([CH2:11]3)[CH2:7]1)[CH2:5]2.[ClH:18]. The catalyst class is: 413. (5) Reactant: C(N(C(C)C)CC)(C)C.C1N(P(Cl)(N2C(=O)OCC2)=O)C(=O)OC1.Cl.[Cl:26][CH2:27][CH2:28][CH2:29][CH:30]([C:35]1[CH:40]=[C:39]([F:41])[C:38]([F:42])=[C:37]([F:43])[CH:36]=1)[C:31]([NH:33][NH2:34])=[O:32].[F:44][C:45]1[CH:46]=[C:47](/[CH:57]=[CH:58]/[C:59](O)=[O:60])[CH:48]=[CH:49][C:50]=1[N:51]1[CH:55]=[C:54]([CH3:56])[N:53]=[CH:52]1.O.C(=O)(O)[O-].[Na+]. Product: [F:44][C:45]1[CH:46]=[C:47](/[CH:57]=[CH:58]/[C:59]([NH:34][NH:33][C:31](=[O:32])[CH:30]([C:35]2[CH:36]=[C:37]([F:43])[C:38]([F:42])=[C:39]([F:41])[CH:40]=2)[CH2:29][CH2:28][CH2:27][Cl:26])=[O:60])[CH:48]=[CH:49][C:50]=1[N:51]1[CH:55]=[C:54]([CH3:56])[N:53]=[CH:52]1. The catalyst class is: 124. (6) Reactant: [F:1][C:2]1[C:3]([O:34][CH2:35][O:36][CH2:37][CH2:38][Si:39]([CH3:42])([CH3:41])[CH3:40])=[CH:4][C:5]([CH2:29][C:30]([F:33])([F:32])[F:31])=[C:6]([C:8]2[N:13]=[CH:12][C:11]3[C:14]([C:25]([NH:27][CH3:28])=[O:26])=[N:15][N:16]([CH2:17][O:18][CH2:19][CH2:20][Si:21]([CH3:24])([CH3:23])[CH3:22])[C:10]=3[CH:9]=2)[CH:7]=1.O=P(Cl)(Cl)[Cl:45].O. Product: [Cl:45][C:12]1[C:11]2[C:14]([C:25]([NH:27][CH3:28])=[O:26])=[N:15][N:16]([CH2:17][O:18][CH2:19][CH2:20][Si:21]([CH3:22])([CH3:23])[CH3:24])[C:10]=2[CH:9]=[C:8]([C:6]2[CH:7]=[C:2]([F:1])[C:3]([O:34][CH2:35][O:36][CH2:37][CH2:38][Si:39]([CH3:40])([CH3:41])[CH3:42])=[CH:4][C:5]=2[CH2:29][C:30]([F:32])([F:31])[F:33])[N:13]=1. The catalyst class is: 2. (7) Reactant: Br[C:2]1[C:11]2[C:6](=[CH:7][CH:8]=[CH:9][CH:10]=2)[C:5]([CH3:12])=[C:4]([N:13]([CH2:28][C:29]2[CH:34]=[CH:33][C:32]([O:35][C:36]([F:39])([F:38])[F:37])=[CH:31][CH:30]=2)[S:14]([C:17]2[CH:27]=[CH:26][C:20]([C:21]([O:23][CH2:24][CH3:25])=[O:22])=[CH:19][CH:18]=2)(=[O:16])=[O:15])[N:3]=1.C([Sn](CCCC)(CCCC)[C:45]([O:47][CH2:48][CH3:49])=[CH2:46])CCC. Product: [CH2:48]([O:47][C:45]([C:2]1[C:11]2[C:6](=[CH:7][CH:8]=[CH:9][CH:10]=2)[C:5]([CH3:12])=[C:4]([N:13]([CH2:28][C:29]2[CH:34]=[CH:33][C:32]([O:35][C:36]([F:39])([F:38])[F:37])=[CH:31][CH:30]=2)[S:14]([C:17]2[CH:27]=[CH:26][C:20]([C:21]([O:23][CH2:24][CH3:25])=[O:22])=[CH:19][CH:18]=2)(=[O:16])=[O:15])[N:3]=1)=[CH2:46])[CH3:49]. The catalyst class is: 184. (8) Reactant: [Cl:1][C:2]1[C:7]([N:8]2[CH2:13][CH2:12][NH:11][CH2:10][CH2:9]2)=[CH:6][C:5]([C:14]#[N:15])=[CH:4][C:3]=1[NH:16][C:17]1[N:22]=[C:21]([N:23]([CH:33]2[CH2:35][CH2:34]2)[CH2:24][C:25]2[CH:30]=[CH:29][C:28]([O:31][CH3:32])=[CH:27][CH:26]=2)[C:20]2=[N:36][CH:37]=[C:38]([C:39]#[N:40])[N:19]2[N:18]=1.C(N(CC)C(C)C)(C)C.FC(F)(F)S(O[CH2:56][CH:57]([F:59])[F:58])(=O)=O. Product: [Cl:1][C:2]1[C:7]([N:8]2[CH2:13][CH2:12][N:11]([CH2:56][CH:57]([F:59])[F:58])[CH2:10][CH2:9]2)=[CH:6][C:5]([C:14]#[N:15])=[CH:4][C:3]=1[NH:16][C:17]1[N:22]=[C:21]([N:23]([CH:33]2[CH2:34][CH2:35]2)[CH2:24][C:25]2[CH:30]=[CH:29][C:28]([O:31][CH3:32])=[CH:27][CH:26]=2)[C:20]2=[N:36][CH:37]=[C:38]([C:39]#[N:40])[N:19]2[N:18]=1. The catalyst class is: 39. (9) Reactant: CC1(C)CCCC(C)(C)N1.C([Li])CCC.[Cl:16][C:17]1[CH:25]=[CH:24][CH:23]=[C:22]2[C:18]=1[C:19]([CH2:26][C:27]#[N:28])=[CH:20][NH:21]2.[CH3:29][N:30]=[C:31]=[O:32]. Product: [CH3:29][NH:30][C:31]([N:21]1[C:22]2[C:18](=[C:17]([Cl:16])[CH:25]=[CH:24][CH:23]=2)[C:19]([CH2:26][C:27]#[N:28])=[CH:20]1)=[O:32]. The catalyst class is: 7. (10) Reactant: [CH2:1]([O:3][C:4](=[O:26])[C:5](=[CH:11][N:12]([CH3:25])[C:13]1[S:14][CH:15]=[CH:16][C:17]=1[C:18]([O:20][C:21]([CH3:24])([CH3:23])[CH3:22])=[O:19])[C:6]([O:8][CH2:9][CH3:10])=[O:7])[CH3:2].[Cl-].[CH2:28]=[N+:29]1[CH2:34][CH2:33][O:32][CH2:31][CH2:30]1.C(=O)([O-])[O-].[Na+].[Na+]. Product: [CH2:9]([O:8][C:6](=[O:7])[C:5](=[CH:11][N:12]([CH3:25])[C:13]1[S:14][C:15]([CH2:28][N:29]2[CH2:34][CH2:33][O:32][CH2:31][CH2:30]2)=[CH:16][C:17]=1[C:18]([O:20][C:21]([CH3:24])([CH3:23])[CH3:22])=[O:19])[C:4]([O:3][CH2:1][CH3:2])=[O:26])[CH3:10]. The catalyst class is: 10.